This data is from Catalyst prediction with 721,799 reactions and 888 catalyst types from USPTO. The task is: Predict which catalyst facilitates the given reaction. (1) Reactant: [Cl:1][C:2]1[CH:3]=[C:4]([C@H:13]([NH:16][S@@](C(C)(C)C)=O)[CH2:14][CH3:15])[CH:5]=[CH:6][C:7]=1[O:8][C:9]([F:12])([F:11])[F:10].C(Cl)Cl.Cl.O1CCOCC1. Product: [ClH:1].[Cl:1][C:2]1[CH:3]=[C:4]([C@H:13]([NH2:16])[CH2:14][CH3:15])[CH:5]=[CH:6][C:7]=1[O:8][C:9]([F:11])([F:12])[F:10]. The catalyst class is: 28. (2) Reactant: [F:1][C:2]1[CH:7]=[CH:6][CH:5]=[CH:4][C:3]=1[C:8]1[S:9][CH:10]=[C:11]([C:13]([NH:15][C:16]2[CH:17]=[N:18][CH:19]=[CH:20][C:21]=2[N:22]2[CH2:27][CH2:26][CH2:25][C@H:24]([NH:28]C(=O)OC(C)(C)C)[CH2:23]2)=[O:14])[N:12]=1.Cl. Product: [NH2:28][C@H:24]1[CH2:25][CH2:26][CH2:27][N:22]([C:21]2[CH:20]=[CH:19][N:18]=[CH:17][C:16]=2[NH:15][C:13]([C:11]2[N:12]=[C:8]([C:3]3[CH:4]=[CH:5][CH:6]=[CH:7][C:2]=3[F:1])[S:9][CH:10]=2)=[O:14])[CH2:23]1. The catalyst class is: 12. (3) Reactant: [CH3:1][S:2]([O:5]S(C)(=O)=O)(=O)=[O:3].[NH2:10][CH2:11][CH2:12][CH2:13][O:14][C:15]1[CH:16]=[CH:17][C:18]2[C:19]3[N:28]([CH2:29][CH:30]([CH3:32])[CH3:31])[C:27]([CH2:33][CH2:34][CH3:35])=[N:26][C:20]=3[C:21]([NH2:25])=[N:22][C:23]=2[CH:24]=1.C(=O)(O)[O-].[Na+]. Product: [NH2:25][C:21]1[C:20]2[N:26]=[C:27]([CH2:33][CH2:34][CH3:35])[N:28]([CH2:29][CH:30]([CH3:32])[CH3:31])[C:19]=2[C:18]2[CH:17]=[CH:16][C:15]([O:14][CH2:13][CH2:12][CH2:11][NH:10][S:2]([CH3:1])(=[O:5])=[O:3])=[CH:24][C:23]=2[N:22]=1. The catalyst class is: 22. (4) Reactant: [F:1][C:2]([F:31])([F:30])[C:3]1[CH:29]=[CH:28][C:6]([O:7][CH2:8][C:9]2[NH:13][C:12]3[CH:14]=[CH:15][C:16]([C:18]4[CH:23]=[CH:22][CH:21]=[CH:20][C:19]=4[S:24]([NH2:27])(=[O:26])=[O:25])=[CH:17][C:11]=3[N:10]=2)=[CH:5][CH:4]=1.[ClH:32]. Product: [ClH:32].[F:31][C:2]([F:1])([F:30])[C:3]1[CH:29]=[CH:28][C:6]([O:7][CH2:8][C:9]2[NH:13][C:12]3[CH:14]=[CH:15][C:16]([C:18]4[CH:23]=[CH:22][CH:21]=[CH:20][C:19]=4[S:24]([NH2:27])(=[O:26])=[O:25])=[CH:17][C:11]=3[N:10]=2)=[CH:5][CH:4]=1. The catalyst class is: 25.